This data is from NCI-60 drug combinations with 297,098 pairs across 59 cell lines. The task is: Regression. Given two drug SMILES strings and cell line genomic features, predict the synergy score measuring deviation from expected non-interaction effect. (1) Drug 1: C1=C(C(=O)NC(=O)N1)N(CCCl)CCCl. Drug 2: CCC1(C2=C(COC1=O)C(=O)N3CC4=CC5=C(C=CC(=C5CN(C)C)O)N=C4C3=C2)O.Cl. Cell line: UACC-257. Synergy scores: CSS=9.82, Synergy_ZIP=-5.76, Synergy_Bliss=-3.35, Synergy_Loewe=-5.05, Synergy_HSA=-2.88. (2) Drug 1: C1=CN(C=N1)CC(O)(P(=O)(O)O)P(=O)(O)O. Drug 2: CC(C)NC(=O)C1=CC=C(C=C1)CNNC.Cl. Cell line: HOP-92. Synergy scores: CSS=4.56, Synergy_ZIP=3.85, Synergy_Bliss=0.308, Synergy_Loewe=-0.711, Synergy_HSA=-0.0236. (3) Drug 1: CC1CCC2CC(C(=CC=CC=CC(CC(C(=O)C(C(C(=CC(C(=O)CC(OC(=O)C3CCCCN3C(=O)C(=O)C1(O2)O)C(C)CC4CCC(C(C4)OC)OCCO)C)C)O)OC)C)C)C)OC. Drug 2: C1=NNC2=C1C(=O)NC=N2. Cell line: PC-3. Synergy scores: CSS=5.03, Synergy_ZIP=-8.58, Synergy_Bliss=-10.9, Synergy_Loewe=-31.1, Synergy_HSA=-9.88. (4) Drug 1: C1CCC(C(C1)[NH-])[NH-].C(=O)(C(=O)[O-])[O-].[Pt+4]. Drug 2: CN1C=C(C=N1)C2=C3N=C(C(=C(N3N=C2)N)Br)C4CCCNC4. Cell line: SK-OV-3. Synergy scores: CSS=52.5, Synergy_ZIP=4.82, Synergy_Bliss=5.73, Synergy_Loewe=-12.0, Synergy_HSA=6.78. (5) Drug 1: CNC(=O)C1=CC=CC=C1SC2=CC3=C(C=C2)C(=NN3)C=CC4=CC=CC=N4. Drug 2: CC1=C(C(=CC=C1)Cl)NC(=O)C2=CN=C(S2)NC3=CC(=NC(=N3)C)N4CCN(CC4)CCO. Cell line: PC-3. Synergy scores: CSS=23.1, Synergy_ZIP=15.8, Synergy_Bliss=15.4, Synergy_Loewe=-3.47, Synergy_HSA=13.2. (6) Drug 1: CC1C(C(CC(O1)OC2CC(CC3=C2C(=C4C(=C3O)C(=O)C5=C(C4=O)C(=CC=C5)OC)O)(C(=O)C)O)N)O.Cl. Drug 2: C#CCC(CC1=CN=C2C(=N1)C(=NC(=N2)N)N)C3=CC=C(C=C3)C(=O)NC(CCC(=O)O)C(=O)O. Cell line: A498. Synergy scores: CSS=14.1, Synergy_ZIP=-5.28, Synergy_Bliss=-5.09, Synergy_Loewe=-7.13, Synergy_HSA=-5.22. (7) Drug 1: C1=CC(=CC=C1CCC2=CNC3=C2C(=O)NC(=N3)N)C(=O)NC(CCC(=O)O)C(=O)O. Drug 2: C1=CC(=CC=C1C#N)C(C2=CC=C(C=C2)C#N)N3C=NC=N3. Cell line: SF-539. Synergy scores: CSS=37.0, Synergy_ZIP=2.12, Synergy_Bliss=0.912, Synergy_Loewe=-17.7, Synergy_HSA=2.26.